From a dataset of Full USPTO retrosynthesis dataset with 1.9M reactions from patents (1976-2016). Predict the reactants needed to synthesize the given product. (1) Given the product [ClH:2].[Cl:2][C:3]1[CH:8]=[CH:7][C:6]([S:9]([CH2:10][N:11]2[C:15]3[CH:16]=[CH:17][CH:18]=[CH:19][C:14]=3[N:13]([CH3:20])[C:12]2=[NH:21])=[O:30])=[CH:5][CH:4]=1, predict the reactants needed to synthesize it. The reactants are: Cl.[Cl:2][C:3]1[CH:8]=[CH:7][C:6]([S:9][CH2:10][N:11]2[C:15]3[CH:16]=[CH:17][CH:18]=[CH:19][C:14]=3[N:13]([CH3:20])[C:12]2=[NH:21])=[CH:5][CH:4]=1.C1C=C(Cl)C=C(C(OO)=[O:30])C=1. (2) Given the product [C:15]([O:19][C:20]([N:22]1[CH2:26][CH2:25][C@H:24]([N:12]2[CH:13]=[C:9]([B:4]3[O:5][C:6]([CH3:7])([CH3:8])[C:2]([CH3:14])([CH3:1])[O:3]3)[CH:10]=[N:11]2)[CH2:23]1)=[O:21])([CH3:18])([CH3:16])[CH3:17], predict the reactants needed to synthesize it. The reactants are: [CH3:1][C:2]1([CH3:14])[C:6]([CH3:8])([CH3:7])[O:5][B:4]([C:9]2[CH:10]=[N:11][NH:12][CH:13]=2)[O:3]1.[C:15]([O:19][C:20]([N:22]1[CH2:26][CH2:25][C@@H:24](OS(C)(=O)=O)[CH2:23]1)=[O:21])([CH3:18])([CH3:17])[CH3:16].C([O-])([O-])=O.[Cs+].[Cs+]. (3) Given the product [P:6]([O-:7])([O-:8])([O:13][CH2:14][C:15]([NH:18][C:19](=[O:20])[C:21]1[CH:26]=[CH:25][C:24]([S:27][C:28]2[CH:29]=[CH:30][C:31]([NH2:34])=[CH:32][CH:33]=2)=[C:23]([NH:42][C:43]2[C:44]3[CH:52]=[CH:51][C:50]([CH:53]([CH3:54])[CH3:55])=[N:49][C:45]=3[N:46]=[CH:47][N:48]=2)[CH:22]=1)([CH3:17])[CH3:16])=[O:5].[Na+:67].[Na+:67], predict the reactants needed to synthesize it. The reactants are: C([O:5][P:6]([O:13][CH2:14][C:15]([NH:18][C:19]([C:21]1[CH:26]=[CH:25][C:24]([S:27][C:28]2[CH:33]=[CH:32][C:31]([NH:34]C(=O)OC(C)(C)C)=[CH:30][CH:29]=2)=[C:23]([NH:42][C:43]2[C:44]3[CH:52]=[CH:51][C:50]([CH:53]([CH3:55])[CH3:54])=[N:49][C:45]=3[N:46]=[CH:47][N:48]=2)[CH:22]=1)=[O:20])([CH3:17])[CH3:16])([O:8]C(C)(C)C)=[O:7])(C)(C)C.FC(F)(F)C(O)=O.C(=O)([O-])O.[Na+:67]. (4) Given the product [Br:2][C:3]1[CH:4]=[CH:5][C:6]([CH:9]2[O:15][CH2:14][CH2:13][N:12]([C:17]3[N:22]([CH3:23])[C:21](=[O:24])[CH:20]=[C:19]([C:25]4[CH:30]=[CH:29][N:28]=[CH:27][N:26]=4)[N:18]=3)[CH2:11][CH2:10]2)=[CH:7][CH:8]=1, predict the reactants needed to synthesize it. The reactants are: Cl.[Br:2][C:3]1[CH:8]=[CH:7][C:6]([CH:9]2[O:15][CH2:14][CH2:13][NH:12][CH2:11][CH2:10]2)=[CH:5][CH:4]=1.Cl[C:17]1[N:22]([CH3:23])[C:21](=[O:24])[CH:20]=[C:19]([C:25]2[CH:30]=[CH:29][N:28]=[CH:27][N:26]=2)[N:18]=1.C(N(CC)CC)C.O. (5) Given the product [CH:34]([O:33][C:30]1[CH:31]=[CH:32][C:27]([N:7]2[C:8]3[C:13](=[CH:12][CH:11]=[C:10]([O:15][C:16]4[CH:21]=[CH:20][C:19]([O:22][C:23]([F:24])([F:25])[F:26])=[CH:18][CH:17]=4)[CH:9]=3)[CH:14]=[C:6]2[C:4]([OH:5])=[O:3])=[CH:28][CH:29]=1)([CH3:36])[CH3:35], predict the reactants needed to synthesize it. The reactants are: C([O:3][C:4]([C:6]1[N:7]([C:27]2[CH:32]=[CH:31][C:30]([O:33][CH:34]([CH3:36])[CH3:35])=[CH:29][CH:28]=2)[C:8]2[C:13]([CH:14]=1)=[CH:12][CH:11]=[C:10]([O:15][C:16]1[CH:21]=[CH:20][C:19]([O:22][C:23]([F:26])([F:25])[F:24])=[CH:18][CH:17]=1)[CH:9]=2)=[O:5])C.[OH-].[Na+].Cl. (6) Given the product [CH2:14]([N:3]1[CH:4]=[C:5]([C:8]([O:10][CH3:11])=[O:9])[CH:6]=[CH:7][C:2]1=[O:1])[CH3:15], predict the reactants needed to synthesize it. The reactants are: [O:1]=[C:2]1[CH:7]=[CH:6][C:5]([C:8]([O:10][CH3:11])=[O:9])=[CH:4][NH:3]1.[H-].[Na+].[CH2:14](I)[CH3:15].O. (7) Given the product [Cl:12][C:10]1[CH:9]=[CH:8][C:3]([C:4]([O:6][CH3:7])=[O:5])=[C:2]([NH:19][CH2:18][CH2:17][C:16]2[CH:20]=[CH:21][CH:22]=[C:14]([F:13])[CH:15]=2)[N:11]=1, predict the reactants needed to synthesize it. The reactants are: Cl[C:2]1[N:11]=[C:10]([Cl:12])[CH:9]=[CH:8][C:3]=1[C:4]([O:6][CH3:7])=[O:5].[F:13][C:14]1[CH:15]=[C:16]([CH:20]=[CH:21][CH:22]=1)[CH2:17][CH2:18][NH2:19].C([O-])([O-])=O.[K+].[K+].CN1C(=O)CCC1. (8) Given the product [F:26][C:22]1[CH:23]=[CH:24][CH:25]=[C:2]([F:1])[C:3]=1[CH2:4][O:5][C:6]1[C:7]2[N:8]([C:13]([C:17]([NH:28][NH2:29])=[O:19])=[C:14]([CH3:16])[N:15]=2)[CH:9]=[C:10]([CH3:12])[CH:11]=1, predict the reactants needed to synthesize it. The reactants are: [F:1][C:2]1[CH:25]=[CH:24][CH:23]=[C:22]([F:26])[C:3]=1[CH2:4][O:5][C:6]1[C:7]2[N:8]([C:13]([C:17]([O:19]CC)=O)=[C:14]([CH3:16])[N:15]=2)[CH:9]=[C:10]([CH3:12])[CH:11]=1.O.[NH2:28][NH2:29].O. (9) The reactants are: C(NC(C)C)(C)C.C([Li])CCC.[CH3:13][CH:14]([CH2:22][CH3:23])[C:15]([O:17][C:18]([CH3:21])([CH3:20])[CH3:19])=[O:16].[Br:24][C:25]1[CH:30]=[C:29]([CH2:31]Br)[CH:28]=[CH:27][C:26]=1[Cl:33].[Cl-].[NH4+]. Given the product [Br:24][C:25]1[CH:30]=[C:29]([CH:28]=[CH:27][C:26]=1[Cl:33])[CH2:31][C:14]([CH3:13])([CH2:22][CH3:23])[C:15]([O:17][C:18]([CH3:20])([CH3:19])[CH3:21])=[O:16], predict the reactants needed to synthesize it. (10) Given the product [CH3:1][O:2][C@H:3]([C@@H:15]([CH3:22])[C@@H:16]([O:20][CH3:21])/[CH:17]=[CH:18]/[CH3:19])[C@@H:4]([CH3:14])[CH2:5][OH:6], predict the reactants needed to synthesize it. The reactants are: [CH3:1][O:2][C@H:3]([C@@H:15]([CH3:22])[C@@H:16]([O:20][CH3:21])/[CH:17]=[CH:18]/[CH3:19])[C@@H:4]([CH3:14])[CH2:5][O:6]CC1C=CC=CC=1.